Dataset: Reaction yield outcomes from USPTO patents with 853,638 reactions. Task: Predict the reaction yield, written as a fraction of the theoretical maximum amount of product (1.0 means a 100% yield; for example, 0.34 means a 34% yield). (1) The reactants are CS(O[CH2:6][CH:7]1[CH2:11][C:10]2[CH:12]=[CH:13][CH:14]=[C:15]([Cl:16])[C:9]=2[O:8]1)(=O)=O.[N-:17]=[N+:18]=[N-:19].[Na+].O. The catalyst is C(#N)C.C1OCCOCCOCCOCCOC1. The product is [N:17]([CH2:6][CH:7]1[CH2:11][C:10]2[CH:12]=[CH:13][CH:14]=[C:15]([Cl:16])[C:9]=2[O:8]1)=[N+:18]=[N-:19]. The yield is 0.500. (2) The reactants are C[O:2][CH:3](OC)[CH2:4][CH2:5][N:6]1[CH:10]=[C:9]([C:11]2[CH:20]=[CH:19][CH:18]=[C:17]3[C:12]=2[CH2:13][CH2:14][CH2:15][N:16]3[C:21](=[O:34])[CH2:22][CH2:23][CH2:24][O:25][C:26]2[CH:31]=[CH:30][CH:29]=[C:28]([CH3:32])[C:27]=2[CH3:33])[CH:8]=[N:7]1.OS(O)(=O)=O. The catalyst is CC(C)=O. The product is [CH3:33][C:27]1[C:28]([CH3:32])=[CH:29][CH:30]=[CH:31][C:26]=1[O:25][CH2:24][CH2:23][CH2:22][C:21]([N:16]1[C:17]2[C:12](=[C:11]([C:9]3[CH:8]=[N:7][N:6]([CH2:5][CH2:4][CH:3]=[O:2])[CH:10]=3)[CH:20]=[CH:19][CH:18]=2)[CH2:13][CH2:14][CH2:15]1)=[O:34]. The yield is 1.00. (3) The reactants are [CH3:1][C:2]1[CH:3]=[C:4]2[C:8](=[CH:9][CH:10]=1)[NH:7][C:6](=[O:11])[CH2:5]2.[CH3:12][C:13]1[C:21]2[C:16](=[CH:17][CH:18]=[CH:19][CH:20]=2)[NH:15][C:14]=1[CH:22]=O.N1CCCCC1. The catalyst is C(O)C. The product is [CH3:1][C:2]1[CH:3]=[C:4]2[C:8](=[CH:9][CH:10]=1)[NH:7][C:6](=[O:11])[C:5]2=[CH:22][C:14]1[NH:15][C:16]2[C:21]([C:13]=1[CH3:12])=[CH:20][CH:19]=[CH:18][CH:17]=2. The yield is 0.740. (4) The reactants are CN(C)[CH:3]=[CH:4][C:5]([C:7]1[N:14]2[C:10]([S:11][CH:12]=[CH:13]2)=[N:9][C:8]=1[C:15]1[CH:20]=[CH:19][C:18]([F:21])=[C:17]([O:22][CH3:23])[CH:16]=1)=O.Cl.[NH2:26]/[C:27](/[NH:30][CH:31]1[CH2:36][CH2:35][N:34]([C:37]([O:39][C:40]([CH3:43])([CH3:42])[CH3:41])=[O:38])[CH2:33][CH2:32]1)=[N:28]/[H].[O-]CC.[Na+]. The catalyst is C(O)C. The product is [F:21][C:18]1[CH:19]=[CH:20][C:15]([C:8]2[N:9]=[C:10]3[N:14]([C:7]=2[C:5]2[CH:4]=[CH:3][N:28]=[C:27]([NH:30][CH:31]4[CH2:36][CH2:35][N:34]([C:37]([O:39][C:40]([CH3:43])([CH3:42])[CH3:41])=[O:38])[CH2:33][CH2:32]4)[N:26]=2)[CH:13]=[CH:12][S:11]3)=[CH:16][C:17]=1[O:22][CH3:23]. The yield is 0.880.